This data is from Catalyst prediction with 721,799 reactions and 888 catalyst types from USPTO. The task is: Predict which catalyst facilitates the given reaction. (1) Reactant: [CH3:1][C:2]1([C:21]([O:23][CH2:24][CH3:25])=[O:22])[CH2:7][CH2:6][CH:5]([S:8]([C:11]2[CH:16]=[CH:15][CH:14]=[C:13]([C:17]([F:20])([F:19])[F:18])[CH:12]=2)(=[O:10])=[O:9])[CH2:4][CH2:3]1.[Li]CCCC.C1C=CC(S(N(S(C2C=CC=CC=2)(=O)=O)[F:41])(=O)=O)=CC=1. The catalyst class is: 1. Product: [F:41][C:5]1([S:8]([C:11]2[CH:16]=[CH:15][CH:14]=[C:13]([C:17]([F:20])([F:18])[F:19])[CH:12]=2)(=[O:10])=[O:9])[CH2:6][CH2:7][C:2]([CH3:1])([C:21]([O:23][CH2:24][CH3:25])=[O:22])[CH2:3][CH2:4]1. (2) Reactant: [NH:1]1[CH:5]=[C:4]([CH:6]([OH:8])[CH3:7])[N:3]=[N:2]1.N1C=CN=C1.[CH3:14][C:15]([Si:18](Cl)([C:25]1[CH:30]=[CH:29][CH:28]=[CH:27][CH:26]=1)[C:19]1[CH:24]=[CH:23][CH:22]=[CH:21][CH:20]=1)([CH3:17])[CH3:16]. Product: [Si:18]([O:8][CH:6]([C:4]1[N:3]=[N:2][NH:1][CH:5]=1)[CH3:7])([C:15]([CH3:17])([CH3:16])[CH3:14])([C:25]1[CH:26]=[CH:27][CH:28]=[CH:29][CH:30]=1)[C:19]1[CH:24]=[CH:23][CH:22]=[CH:21][CH:20]=1. The catalyst class is: 2. (3) Reactant: [S:1]1[C:5]2[CH:6]=[CH:7][C:8]([CH2:10][CH2:11][O:12][CH2:13][CH2:14][C:15]([N:17]3[CH2:20][CH:19]([OH:21])[CH2:18]3)=[O:16])=[CH:9][C:4]=2[CH:3]=[CH:2]1.C(N(CC)C(C)C)(C)C.[CH3:31][O:32][CH2:33]Cl.O. Product: [S:1]1[C:5]2[CH:6]=[CH:7][C:8]([CH2:10][CH2:11][O:12][CH2:13][CH2:14][C:15]([N:17]3[CH2:20][CH:19]([O:21][CH2:31][O:32][CH3:33])[CH2:18]3)=[O:16])=[CH:9][C:4]=2[CH:3]=[CH:2]1. The catalyst class is: 124. (4) Reactant: [CH3:1][O:2][C:3]1[CH:8]=[CH:7][C:6]([CH:9]([C:22]2[CH:27]=[CH:26][C:25]([O:28][CH3:29])=[CH:24][CH:23]=2)[NH:10][C:11]([C:13]2[C:14]([OH:21])=[N:15][C:16]([CH2:19][OH:20])=[N:17][CH:18]=2)=[O:12])=[CH:5][CH:4]=1. The catalyst class is: 2. Product: [CH3:29][O:28][C:25]1[CH:26]=[CH:27][C:22]([CH:9]([C:6]2[CH:5]=[CH:4][C:3]([O:2][CH3:1])=[CH:8][CH:7]=2)[NH:10][C:11]([C:13]2[C:14]([OH:21])=[N:15][C:16]([CH:19]=[O:20])=[N:17][CH:18]=2)=[O:12])=[CH:23][CH:24]=1. (5) Reactant: Br[CH2:2][C:3]([C:5]1[CH:14]=[CH:13][CH:12]=[C:11]2[C:6]=1[CH:7]=[C:8]([O:15][CH3:16])[CH:9]=[N:10]2)=[O:4].[O:17]1[C:22]2[CH:23]=[CH:24][C:25]([CH2:27][NH:28][CH2:29][C@@H:30]3[CH2:35][CH2:34][CH2:33][NH:32][CH2:31]3)=[CH:26][C:21]=2[O:20][CH2:19][CH2:18]1.[BH4-].[Na+].O. Product: [O:17]1[C:22]2[CH:23]=[CH:24][C:25]([CH2:27][NH:28][CH2:29][C@@H:30]3[CH2:35][CH2:34][CH2:33][N:32]([CH2:2][CH:3]([C:5]4[CH:14]=[CH:13][CH:12]=[C:11]5[C:6]=4[CH:7]=[C:8]([O:15][CH3:16])[CH:9]=[N:10]5)[OH:4])[CH2:31]3)=[CH:26][C:21]=2[O:20][CH2:19][CH2:18]1. The catalyst class is: 1. (6) Reactant: [CH3:1][C:2]1[N:7]=[C:6]([C:8](=[N:10][OH:11])[NH2:9])[CH:5]=[C:4]([C:12]2[CH:17]=[CH:16][C:15]([Cl:18])=[CH:14][CH:13]=2)[N:3]=1.[C:19](N1C=CN=C1)(N1C=CN=C1)=[O:20].N12CCCN=C1CCCCC2.Cl. Product: [CH3:1][C:2]1[N:7]=[C:6]([C:8]2[NH:10][O:11][C:19](=[O:20])[N:9]=2)[CH:5]=[C:4]([C:12]2[CH:17]=[CH:16][C:15]([Cl:18])=[CH:14][CH:13]=2)[N:3]=1. The catalyst class is: 132. (7) Reactant: [Cl:1][C:2]1[CH:3]=[C:4]2[C:9](=[C:10]([C:12]([O-])=[O:13])[CH:11]=1)[O:8][C:7]([CH3:16])([CH3:15])[CH2:6][CH2:5]2.CC(C[AlH]CC(C)C)C.[OH-].[Na+].CC(OI1(OC(C)=O)(OC(C)=O)OC(=O)C2C=CC=CC1=2)=O. Product: [Cl:1][C:2]1[CH:3]=[C:4]2[C:9](=[C:10]([CH:12]=[O:13])[CH:11]=1)[O:8][C:7]([CH3:16])([CH3:15])[CH2:6][CH2:5]2. The catalyst class is: 46. (8) Reactant: C(OC[N:9]1[CH:13]=[C:12]([C:14]2[CH:19]=[C:18]([O:20][C:21]3[CH:26]=[CH:25][C:24]([NH:27][C:28]([NH:30][C:31]4[N:35]([CH3:36])[N:34]=[C:33]([C:37]([CH3:40])([CH3:39])[CH3:38])[CH:32]=4)=[O:29])=[C:23]([F:41])[CH:22]=3)[CH:17]=[CH:16][N:15]=2)[N:11]=[N:10]1)(=O)C(C)(C)C.[OH-].[Na+]. Product: [NH:9]1[CH:13]=[C:12]([C:14]2[CH:19]=[C:18]([O:20][C:21]3[CH:26]=[CH:25][C:24]([NH:27][C:28]([NH:30][C:31]4[N:35]([CH3:36])[N:34]=[C:33]([C:37]([CH3:39])([CH3:38])[CH3:40])[CH:32]=4)=[O:29])=[C:23]([F:41])[CH:22]=3)[CH:17]=[CH:16][N:15]=2)[N:11]=[N:10]1. The catalyst class is: 5.